This data is from Full USPTO retrosynthesis dataset with 1.9M reactions from patents (1976-2016). The task is: Predict the reactants needed to synthesize the given product. (1) Given the product [Cl:1][CH2:2][CH2:3][NH:4][C:5](=[O:6])[N:36]([CH2:35][CH2:34][O:33][C:31]1[CH:30]=[CH:29][CH:28]=[C:27]2[C:32]=1[C:23]([NH:22][C:10]1[CH:11]=[CH:12][C:13]([O:14][CH2:15][C:16]3[CH:21]=[CH:20][CH:19]=[CH:18][N:17]=3)=[C:8]([Cl:7])[CH:9]=1)=[N:24][CH:25]=[N:26]2)[CH3:37], predict the reactants needed to synthesize it. The reactants are: [Cl:1][CH2:2][CH2:3][N:4]=[C:5]=[O:6].[Cl:7][C:8]1[CH:9]=[C:10]([NH:22][C:23]2[C:32]3[C:27](=[CH:28][CH:29]=[CH:30][C:31]=3[O:33][CH2:34][CH2:35][NH:36][CH3:37])[N:26]=[CH:25][N:24]=2)[CH:11]=[CH:12][C:13]=1[O:14][CH2:15][C:16]1[CH:21]=[CH:20][CH:19]=[CH:18][N:17]=1. (2) The reactants are: [Cl:1][C:2]1[N:7]=[C:6](Cl)[N:5]=[C:4]([N:9]2[CH2:14][CH2:13][C:12]([C:16]3[CH:21]=[CH:20][C:19]([F:22])=[CH:18][CH:17]=3)([OH:15])[CH2:11][CH2:10]2)[N:3]=1.[OH-:23].[Na+]. Given the product [Cl:1][C:2]1[NH:7][C:6](=[O:23])[N:5]=[C:4]([N:9]2[CH2:14][CH2:13][C:12]([C:16]3[CH:21]=[CH:20][C:19]([F:22])=[CH:18][CH:17]=3)([OH:15])[CH2:11][CH2:10]2)[N:3]=1, predict the reactants needed to synthesize it. (3) Given the product [NH2:8][C:6]1[CH:7]=[C:2]([Cl:1])[C:3]([CH3:18])=[C:4]([N:11]2[C:15](=[O:16])[N:14]([CH3:17])[N:13]=[N:12]2)[CH:5]=1, predict the reactants needed to synthesize it. The reactants are: [Cl:1][C:2]1[C:3]([CH3:18])=[C:4]([N:11]2[C:15](=[O:16])[N:14]([CH3:17])[N:13]=[N:12]2)[CH:5]=[C:6]([N+:8]([O-])=O)[CH:7]=1.O.O.Cl[Sn]Cl. (4) The reactants are: I[C:2]1[C:10]2[C:5](=[CH:6][CH:7]=[CH:8][CH:9]=2)[N:4]([CH2:11][C:12]2[CH:17]=[CH:16][C:15]([O:18][CH3:19])=[CH:14][CH:13]=2)[N:3]=1.[CH3:20][Sn:21]([CH3:27])([CH3:26])[Sn:21]([CH3:27])([CH3:26])[CH3:20]. Given the product [CH3:19][O:18][C:15]1[CH:16]=[CH:17][C:12]([CH2:11][N:4]2[C:5]3[C:10](=[CH:9][CH:8]=[CH:7][CH:6]=3)[C:2]([Sn:21]([CH3:27])([CH3:26])[CH3:20])=[N:3]2)=[CH:13][CH:14]=1, predict the reactants needed to synthesize it. (5) Given the product [CH3:1][O:2][C:3]1[CH:4]=[CH:5][C:6]([CH2:7][N:8]([CH3:25])[C:9]2[C:14]3=[C:15]([C:19]4[CH:20]=[N:21][N:22]([CH3:24])[C:23]=4[C:29]4[CH:34]=[CH:33][C:32]([C:35]([F:38])([F:37])[F:36])=[CH:31][N:30]=4)[N:16]=[C:17]([CH3:18])[N:13]3[N:12]=[CH:11][N:10]=2)=[CH:26][CH:27]=1, predict the reactants needed to synthesize it. The reactants are: [CH3:1][O:2][C:3]1[CH:27]=[CH:26][C:6]([CH2:7][N:8]([CH3:25])[C:9]2[C:14]3=[C:15]([C:19]4[CH:20]=[N:21][N:22]([CH3:24])[CH:23]=4)[N:16]=[C:17]([CH3:18])[N:13]3[N:12]=[CH:11][N:10]=2)=[CH:5][CH:4]=1.Br[C:29]1[CH:34]=[CH:33][C:32]([C:35]([F:38])([F:37])[F:36])=[CH:31][N:30]=1.C(=O)([O-])[O-].[K+].[K+]. (6) Given the product [Cl:10][C:11]1[CH:12]=[CH:13][C:14]([NH:19][C:18]([C:20]2[C:29]3[C:24](=[CH:25][CH:26]=[CH:27][CH:28]=3)[CH:23]=[CH:22][CH:21]=2)=[O:17])=[C:15]([C:16]([N:41]2[CH2:42][CH2:43][CH2:44][CH:40]2[C:35]2[CH:36]=[CH:37][CH:38]=[CH:39][C:34]=2[O:33][CH3:32])=[O:30])[CH:31]=1, predict the reactants needed to synthesize it. The reactants are: C(N(C(C)C)CC)(C)C.[Cl:10][C:11]1[CH:12]=[CH:13][C:14]2[N:19]=[C:18]([C:20]3[C:29]4[C:24](=[CH:25][CH:26]=[CH:27][CH:28]=4)[CH:23]=[CH:22][CH:21]=3)[O:17][C:16](=[O:30])[C:15]=2[CH:31]=1.[CH3:32][O:33][C:34]1[CH:39]=[CH:38][CH:37]=[CH:36][C:35]=1[CH:40]1[CH2:44][CH2:43][CH2:42][NH:41]1.